Dataset: Peptide-MHC class I binding affinity with 185,985 pairs from IEDB/IMGT. Task: Regression. Given a peptide amino acid sequence and an MHC pseudo amino acid sequence, predict their binding affinity value. This is MHC class I binding data. (1) The peptide sequence is SIMRAPFASI. The MHC is HLA-B08:01 with pseudo-sequence HLA-B08:01. The binding affinity (normalized) is 0.339. (2) The peptide sequence is KHDEEFCDM. The MHC is HLA-A80:01 with pseudo-sequence HLA-A80:01. The binding affinity (normalized) is 0.0847. (3) The peptide sequence is TAVCMKCFK. The MHC is HLA-A68:01 with pseudo-sequence HLA-A68:01. The binding affinity (normalized) is 0.776. (4) The peptide sequence is ISLNKYYNL. The MHC is Mamu-A70103 with pseudo-sequence Mamu-A70103. The binding affinity (normalized) is 0.230. (5) The MHC is HLA-A01:01 with pseudo-sequence HLA-A01:01. The peptide sequence is VIYQYMDDL. The binding affinity (normalized) is 0.